This data is from Catalyst prediction with 721,799 reactions and 888 catalyst types from USPTO. The task is: Predict which catalyst facilitates the given reaction. (1) Reactant: [NH2:1][C:2]1[S:6][C:5]2[CH2:7][CH2:8][CH2:9][CH2:10][C:4]=2[C:3]=1[C:11]([NH:13][CH2:14][CH2:15][OH:16])=[O:12].CCN(C(C)C)C(C)C.[Br:26][CH2:27][C:28](Br)=[O:29]. Product: [Br:26][CH2:27][C:28]([NH:1][C:2]1[S:6][C:5]2[CH2:7][CH2:8][CH2:9][CH2:10][C:4]=2[C:3]=1[C:11]([NH:13][CH2:14][CH2:15][OH:16])=[O:12])=[O:29]. The catalyst class is: 1. (2) Reactant: C([O:4][CH2:5][CH2:6][O:7][C:8](=[O:37])[NH:9][S:10]([N:13]1[CH2:18][CH:17]=[C:16]([C:19]2[NH:36][C:22]3=[N:23][CH:24]=[CH:25][C:26]([C:27]4[CH:32]=[C:31]([F:33])[CH:30]=[CH:29][C:28]=4[O:34][CH3:35])=[C:21]3[CH:20]=2)[CH2:15][CH2:14]1)(=[O:12])=[O:11])(=O)C.[OH-].[Na+].P(=O)(O)(O)O. Product: [F:33][C:31]1[CH:30]=[CH:29][C:28]([O:34][CH3:35])=[C:27]([C:26]2[CH:25]=[CH:24][N:23]=[C:22]3[NH:36][C:19]([C:16]4[CH2:17][CH2:18][N:13]([S:10]([NH:9][C:8](=[O:37])[O:7][CH2:6][CH2:5][OH:4])(=[O:11])=[O:12])[CH2:14][CH:15]=4)=[CH:20][C:21]=23)[CH:32]=1. The catalyst class is: 7. (3) The catalyst class is: 7. Product: [OH:12][CH2:11][C:9]1[C:10]2[C:2]([CH3:1])=[CH:3][CH:4]=[CH:5][C:6]=2[S:7][CH:8]=1. Reactant: [CH3:1][C:2]1[C:10]2[C:9]([C:11](OCC)=[O:12])=[CH:8][S:7][C:6]=2[CH:5]=[CH:4][CH:3]=1.[H-].[Al+3].[Li+].[H-].[H-].[H-].Cl. (4) Reactant: [NH2:1][C:2]1[NH:6][NH:5][C:4](=[O:7])[CH:3]=1.[Br:8][C:9]1[CH:10]=[C:11]([CH:14]=[CH:15][C:16]=1[F:17])[CH:12]=O.[C:18]1(=O)[CH2:22][CH2:21][C:20](=[O:23])[CH2:19]1. Product: [Br:8][C:9]1[CH:10]=[C:11]([CH:12]2[C:3]3[C:4](=[O:7])[NH:5][NH:6][C:2]=3[NH:1][C:18]3[CH2:22][CH2:21][C:20](=[O:23])[C:19]2=3)[CH:14]=[CH:15][C:16]=1[F:17]. The catalyst class is: 8. (5) Reactant: [Br:1][C:2]1[CH:3]=[C:4]([C:8]2[N:9]=[N:10][NH:11][N:12]=2)[CH:5]=[CH:6][CH:7]=1.[C:13](=O)([O-])[O-].[Cs+].[Cs+].[CH3:19][O:20][P:21]([CH:25](C)[C:26]1[CH:31]=[CH:30][C:29](Br)=[CH:28][CH:27]=1)(=[O:24])[O:22][CH3:23]. Product: [CH3:23][O:22][P:21]([CH2:25][C:26]1[CH:27]=[CH:28][C:29]([CH2:13][N:10]2[N:11]=[N:12][C:8]([C:4]3[CH:5]=[CH:6][CH:7]=[C:2]([Br:1])[CH:3]=3)=[N:9]2)=[CH:30][CH:31]=1)(=[O:24])[O:20][CH3:19]. The catalyst class is: 39. (6) Reactant: CO.[Cl:3][C:4]1[CH:5]=[C:6]([C:10]2[CH:22]=[CH:21][C:13]([C:14]([O:16][C:17]([CH3:20])([CH3:19])[CH3:18])=[O:15])=[C:12]([N+:23]([O-])=O)[CH:11]=2)[CH:7]=[CH:8][CH:9]=1. Product: [NH2:23][C:12]1[CH:11]=[C:10]([C:6]2[CH:7]=[CH:8][CH:9]=[C:4]([Cl:3])[CH:5]=2)[CH:22]=[CH:21][C:13]=1[C:14]([O:16][C:17]([CH3:19])([CH3:20])[CH3:18])=[O:15]. The catalyst class is: 849. (7) Reactant: [Cl:1][C:2]1[CH:3]=[CH:4][C:5]2[N:11]3[CH:12]=[CH:13][CH:14]=[C:10]3[C@@H:9]([CH2:15][CH2:16][C:17](O)=[O:18])[O:8][C@H:7]([C:20]3[CH:25]=[CH:24][CH:23]=[C:22]([O:26][CH3:27])[C:21]=3[O:28][CH3:29])[C:6]=2[CH:30]=1.ON1C2C=CC=CC=2N=N1.Cl.[NH2:42][CH:43]1[CH2:48][CH2:47][CH:46]([C:49]([O:51][CH3:52])=[O:50])[CH2:45][CH2:44]1.Cl.C(N=C=NCCCN(C)C)C. Product: [Cl:1][C:2]1[CH:3]=[CH:4][C:5]2[N:11]3[CH:12]=[CH:13][CH:14]=[C:10]3[C@@H:9]([CH2:15][CH2:16][C:17]([NH:42][CH:43]3[CH2:44][CH2:45][CH:46]([C:49]([O:51][CH3:52])=[O:50])[CH2:47][CH2:48]3)=[O:18])[O:8][C@H:7]([C:20]3[CH:25]=[CH:24][CH:23]=[C:22]([O:26][CH3:27])[C:21]=3[O:28][CH3:29])[C:6]=2[CH:30]=1. The catalyst class is: 4. (8) Reactant: Br[CH2:2][CH2:3][OH:4].[Br:5][C:6]1[CH:11]=[CH:10][C:9]([OH:12])=[C:8]([C:13]([F:16])([F:15])[F:14])[CH:7]=1.C(=O)([O-])[O-].[K+].[K+]. Product: [Br:5][C:6]1[CH:11]=[CH:10][C:9]([O:12][CH2:2][CH2:3][OH:4])=[C:8]([C:13]([F:14])([F:15])[F:16])[CH:7]=1. The catalyst class is: 115.